Dataset: Full USPTO retrosynthesis dataset with 1.9M reactions from patents (1976-2016). Task: Predict the reactants needed to synthesize the given product. The reactants are: O=[C:2]1[CH2:7][CH2:6][CH2:5][N:4]([C:8]([O:10][C:11]([CH3:14])([CH3:13])[CH3:12])=[O:9])[CH2:3]1.C[Si]([N-][Si](C)(C)C)(C)C.[Li+].FC(F)(F)S(N(C1C=CC(Cl)=CN=1)S(C(F)(F)F)(=O)=O)(=O)=O.[CH2:47]([O:49][C:50]([C:52]1[CH:57]=[CH:56][C:55](B(O)O)=[CH:54][CH:53]=1)=[O:51])[CH3:48].C(=O)([O-])[O-].[Na+].[Na+]. Given the product [C:11]([O:10][C:8]([N:4]1[CH2:3][C:2]([C:55]2[CH:56]=[CH:57][C:52]([C:50]([O:49][CH2:47][CH3:48])=[O:51])=[CH:53][CH:54]=2)=[CH:7][CH2:6][CH2:5]1)=[O:9])([CH3:14])([CH3:13])[CH3:12], predict the reactants needed to synthesize it.